From a dataset of Catalyst prediction with 721,799 reactions and 888 catalyst types from USPTO. Predict which catalyst facilitates the given reaction. (1) Reactant: [CH3:1][O:2][C:3]1[CH:4]=[CH:5][C:6]([N+:10]([O-:12])=[O:11])=[C:7]([CH:9]=1)[NH2:8].[C:13](OC(=O)C)(=[O:15])[CH3:14]. Product: [CH3:1][O:2][C:3]1[CH:4]=[CH:5][C:6]([N+:10]([O-:12])=[O:11])=[C:7]([NH:8][C:13](=[O:15])[CH3:14])[CH:9]=1. The catalyst class is: 6. (2) Reactant: [N-]=[C:2]=S.[C:4]([C:8]1[CH:9]=[CH:10][CH:11]=[CH:12][CH:13]=1)([CH3:7])([CH3:6])[CH3:5].[NH2:14][C:15]1[CH:16]=[C:17]([CH:37]=[CH:38][C:39]=1NC)[O:18][C:19]1[CH:24]=[CH:23][N:22]=[C:21]([NH:25][C:26]([NH:28][CH2:29][CH2:30][N:31]2[CH2:36][CH2:35][O:34][CH2:33][CH2:32]2)=[O:27])[CH:20]=1.[NH2:42][C:43]([NH2:45])=S. Product: [C:4]([C:8]1[CH:13]=[C:12]([NH:42][C:43]2[N:45]([CH3:2])[C:39]3[CH:38]=[CH:37][C:17]([O:18][C:19]4[CH:24]=[CH:23][N:22]=[C:21]([NH:25][C:26]([NH:28][CH2:29][CH2:30][N:31]5[CH2:32][CH2:33][O:34][CH2:35][CH2:36]5)=[O:27])[CH:20]=4)=[CH:16][C:15]=3[N:14]=2)[CH:11]=[CH:10][CH:9]=1)([CH3:7])([CH3:6])[CH3:5]. The catalyst class is: 5. (3) Reactant: [F:1][C:2]1[C:3]([NH:13][C:14]2[CH:19]=[CH:18][C:17]([I:20])=[CH:16][C:15]=2[F:21])=[C:4]([CH:9]([OH:12])[CH2:10][OH:11])[CH:5]=[CH:6][C:7]=1[F:8].N1C=CN=C1.[CH:27]([Si:30](Cl)([CH:34]([CH3:36])[CH3:35])[CH:31]([CH3:33])[CH3:32])([CH3:29])[CH3:28].O. Product: [F:1][C:2]1[C:3]([NH:13][C:14]2[CH:19]=[CH:18][C:17]([I:20])=[CH:16][C:15]=2[F:21])=[C:4]([CH:9]([OH:12])[CH2:10][O:11][Si:30]([CH:34]([CH3:36])[CH3:35])([CH:31]([CH3:33])[CH3:32])[CH:27]([CH3:29])[CH3:28])[CH:5]=[CH:6][C:7]=1[F:8]. The catalyst class is: 9. (4) Reactant: [CH3:1][N:2]([CH2:10][CH2:11][N:12]1[CH:16]=[CH:15][C:14]([N+:17]([O-])=O)=[N:13]1)[C:3](=[O:9])[O:4][C:5]([CH3:8])([CH3:7])[CH3:6].[NH4+].[Cl-]. Product: [NH2:17][C:14]1[CH:15]=[CH:16][N:12]([CH2:11][CH2:10][N:2]([CH3:1])[C:3](=[O:9])[O:4][C:5]([CH3:6])([CH3:7])[CH3:8])[N:13]=1. The catalyst class is: 186. (5) Reactant: [C:1]1([NH:7][CH2:8][CH2:9][NH2:10])[CH:6]=[CH:5][CH:4]=[CH:3][CH:2]=1.[N:11]#[C:12][Br:13]. The catalyst class is: 8. Product: [BrH:13].[C:1]1([N:7]2[CH2:8][CH2:9][N:10]=[C:12]2[NH2:11])[CH:6]=[CH:5][CH:4]=[CH:3][CH:2]=1. (6) Reactant: [F:1][C:2]([F:25])([F:24])[C:3]1[CH:8]=[CH:7][C:6]([CH:9]2[N:18]([C:19]([O:21][CH2:22][CH3:23])=[O:20])[CH:17]=[CH:16][C:15]3[N:14]=[CH:13][CH:12]=[CH:11][C:10]2=3)=[CH:5][CH:4]=1. Product: [F:25][C:2]([F:1])([F:24])[C:3]1[CH:8]=[CH:7][C:6]([CH:9]2[N:18]([C:19]([O:21][CH2:22][CH3:23])=[O:20])[CH2:17][CH2:16][C:15]3[N:14]=[CH:13][CH:12]=[CH:11][C:10]2=3)=[CH:5][CH:4]=1. The catalyst class is: 50.